From a dataset of Catalyst prediction with 721,799 reactions and 888 catalyst types from USPTO. Predict which catalyst facilitates the given reaction. (1) The catalyst class is: 13. Product: [Cl:42][C:41]1[CH:40]=[CH:39][C:37]([NH:20][C:18](=[O:19])[NH:17][C:14]2[CH:15]=[CH:16][C:11]([O:10][C:8]3[CH:7]=[CH:6][N:5]=[C:4]([C:3]([NH:2][CH3:1])=[O:21])[CH:9]=3)=[CH:12][CH:13]=2)=[CH:36][C:35]=1[C:34]([F:33])([F:43])[F:44]. Reactant: [CH3:1][NH:2][C:3](=[O:21])[C:4]1[CH:9]=[C:8]([O:10][C:11]2[CH:16]=[CH:15][C:14]([NH:17][C:18]([NH2:20])=[O:19])=[CH:13][CH:12]=2)[CH:7]=[CH:6][N:5]=1.N12CCCN=C1CCCCC2.[F:33][C:34]([F:44])([F:43])[C:35]1[CH:36]=[C:37]([CH:39]=[CH:40][C:41]=1[Cl:42])N.CN(C)C=O. (2) Reactant: [Br:1][C:2]1[CH:3]=[CH:4][CH:5]=[C:6]2[C:11]=1[N:10]=[C:9](Cl)[CH:8]=[N:7]2.[CH3:13][C:14]([OH:18])([C:16]#[CH:17])[CH3:15].CCN(CC)CC. Product: [Br:1][C:2]1[CH:3]=[CH:4][CH:5]=[C:6]2[C:11]=1[N:10]=[C:9]([C:17]#[C:16][C:14]([CH3:15])([OH:18])[CH3:13])[CH:8]=[N:7]2. The catalyst class is: 724. (3) Reactant: [OH:1][CH:2]1[CH2:5][C:4]([C:8]2[CH:9]=[N:10][CH:11]=[C:12]([C:14]([F:17])([F:16])[F:15])[CH:13]=2)([C:6]#[N:7])[CH2:3]1.CC(OI1(OC(C)=O)(OC(C)=O)OC(=O)C2C=CC=CC1=2)=O.[O-]S([O-])(=S)=O.[Na+].[Na+]. Product: [O:1]=[C:2]1[CH2:3][C:4]([C:8]2[CH:9]=[N:10][CH:11]=[C:12]([C:14]([F:17])([F:15])[F:16])[CH:13]=2)([C:6]#[N:7])[CH2:5]1. The catalyst class is: 4. (4) Reactant: [C:1]([C:3]1[CH:4]=[C:5]([CH:10]=[C:11]([OH:13])[CH:12]=1)[C:6]([O:8][CH3:9])=[O:7])#[N:2].C(=O)([O-])[O-].[K+].[K+].[CH3:20][O:21][CH2:22][CH2:23]Cl. Product: [C:1]([C:3]1[CH:4]=[C:5]([CH:10]=[C:11]([O:13][CH2:23][CH2:22][O:21][CH3:20])[CH:12]=1)[C:6]([O:8][CH3:9])=[O:7])#[N:2]. The catalyst class is: 42. (5) The catalyst class is: 9. Product: [Cl:10][C:11]1[CH:16]=[CH:15][C:14]([CH:17]2[CH:21]([C:22]3[CH:23]=[CH:24][C:25]([Cl:28])=[CH:26][CH:27]=3)[N:20]([C:29]([C:31]3[CH:36]=[CH:35][C:34]([CH2:37][N:7]4[CH2:8][CH2:9][N:4]([CH2:3][CH2:2][OH:1])[CH2:5][CH2:6]4)=[CH:33][CH:32]=3)=[O:30])[C:19]([C:39]3[CH:44]=[C:43]([C:45]([F:46])([F:47])[F:48])[CH:42]=[CH:41][C:40]=3[O:49][CH2:50][CH3:51])=[N:18]2)=[CH:13][CH:12]=1. Reactant: [OH:1][CH2:2][CH2:3][N:4]1[CH2:9][CH2:8][NH:7][CH2:6][CH2:5]1.[Cl:10][C:11]1[CH:16]=[CH:15][C:14]([CH:17]2[CH:21]([C:22]3[CH:27]=[CH:26][C:25]([Cl:28])=[CH:24][CH:23]=3)[N:20]([C:29]([C:31]3[CH:36]=[CH:35][C:34]([CH2:37]Cl)=[CH:33][CH:32]=3)=[O:30])[C:19]([C:39]3[CH:44]=[C:43]([C:45]([F:48])([F:47])[F:46])[CH:42]=[CH:41][C:40]=3[O:49][CH2:50][CH3:51])=[N:18]2)=[CH:13][CH:12]=1.C(N(C(C)C)CC)(C)C. (6) Reactant: [NH2:1][C:2]1[CH:3]=[CH:4][C:5]2[N:6]([CH:8]=[C:9]([C:11]([O:13]CC)=O)[N:10]=2)[CH:7]=1.[NH3:16]. Product: [NH2:1][C:2]1[CH:3]=[CH:4][C:5]2[N:6]([CH:8]=[C:9]([C:11]([NH2:16])=[O:13])[N:10]=2)[CH:7]=1. The catalyst class is: 5.